Dataset: Full USPTO retrosynthesis dataset with 1.9M reactions from patents (1976-2016). Task: Predict the reactants needed to synthesize the given product. Given the product [CH3:1][C:2]1[CH:14]=[C:13]([CH2:15][CH2:16][CH:17]([C:19]2[CH:24]=[CH:23][C:22]([S:25][CH3:26])=[CH:21][CH:20]=2)[OH:18])[CH:12]=[C:11]([CH3:27])[C:3]=1[O:4][C:5]([CH3:9])([CH3:10])[C:6]([OH:8])=[O:7], predict the reactants needed to synthesize it. The reactants are: [CH3:1][C:2]1[CH:14]=[C:13]([CH2:15][CH2:16][C:17]([C:19]2[CH:24]=[CH:23][C:22]([S:25][CH3:26])=[CH:21][CH:20]=2)=[O:18])[CH:12]=[C:11]([CH3:27])[C:3]=1[O:4][C:5]([CH3:10])([CH3:9])[C:6]([OH:8])=[O:7].[BH4-].[Na+].